From a dataset of Reaction yield outcomes from USPTO patents with 853,638 reactions. Predict the reaction yield, written as a fraction of the theoretical maximum amount of product (1.0 means a 100% yield; for example, 0.34 means a 34% yield). (1) The reactants are Br[C:2]1[N:6]([S:7]([C:10]2[CH:15]=[CH:14][CH:13]=[CH:12][CH:11]=2)(=[O:9])=[O:8])[CH:5]=[C:4]([CH:16]=[O:17])[CH:3]=1.[F:18][C:19]1[C:24](B(O)O)=[CH:23][CH:22]=[CH:21][N:20]=1.C(=O)([O-])O.[Na+].COCCOC. The catalyst is C1C=CC([P]([Pd]([P](C2C=CC=CC=2)(C2C=CC=CC=2)C2C=CC=CC=2)([P](C2C=CC=CC=2)(C2C=CC=CC=2)C2C=CC=CC=2)[P](C2C=CC=CC=2)(C2C=CC=CC=2)C2C=CC=CC=2)(C2C=CC=CC=2)C2C=CC=CC=2)=CC=1.O. The product is [F:18][C:19]1[C:24]([C:2]2[N:6]([S:7]([C:10]3[CH:15]=[CH:14][CH:13]=[CH:12][CH:11]=3)(=[O:9])=[O:8])[CH:5]=[C:4]([CH:16]=[O:17])[CH:3]=2)=[CH:23][CH:22]=[CH:21][N:20]=1. The yield is 0.680. (2) The reactants are [NH2:1][CH2:2][C:3]1[CH:31]=[CH:30][C:29]([CH2:32][O:33][CH3:34])=[CH:28][C:4]=1[CH2:5][NH:6][C:7]([NH:9][C:10]1[N:14]([C:15]2[CH:20]=[CH:19][CH:18]=[CH:17][CH:16]=2)[N:13]=[C:12]([C:21]2[CH:22]=[N:23][N:24]([CH3:26])[CH:25]=2)[C:11]=1[CH3:27])=[O:8].C(N(CC)CC)C.FC(F)(F)S(O[CH2:48][C:49]([F:52])([F:51])[F:50])(=O)=O. The catalyst is CN(C=O)C. The product is [CH3:26][N:24]1[CH:25]=[C:21]([C:12]2[C:11]([CH3:27])=[C:10]([NH:9][C:7]([NH:6][CH2:5][C:4]3[CH:28]=[C:29]([CH2:32][O:33][CH3:34])[CH:30]=[CH:31][C:3]=3[CH2:2][NH:1][CH2:48][C:49]([F:52])([F:51])[F:50])=[O:8])[N:14]([C:15]3[CH:16]=[CH:17][CH:18]=[CH:19][CH:20]=3)[N:13]=2)[CH:22]=[N:23]1. The yield is 0.540. (3) The reactants are [NH2:1][C@@H:2]1[CH2:7][CH2:6][C@H:5]([N:8]2[C:13](=[O:14])[C:12]3[CH:15]=[C:16]([F:19])[CH:17]=[N:18][C:11]=3[N:10]([C:20]3[CH:21]=[C:22]([C:26]4[CH:31]=[CH:30][CH:29]=[CH:28][CH:27]=4)[CH:23]=[CH:24][CH:25]=3)[C:9]2=[O:32])[CH2:4][CH2:3]1.CCN(C(C)C)C(C)C.[C:42](Cl)(=[O:44])[CH3:43]. The catalyst is ClCCl. The product is [C:22]1([C:26]2[CH:31]=[CH:30][CH:29]=[CH:28][CH:27]=2)[CH:23]=[CH:24][CH:25]=[C:20]([N:10]2[C:11]3[N:18]=[CH:17][C:16]([F:19])=[CH:15][C:12]=3[C:13](=[O:14])[N:8]([C@@H:5]3[CH2:6][CH2:7][C@H:2]([NH:1][C:42](=[O:44])[CH3:43])[CH2:3][CH2:4]3)[C:9]2=[O:32])[CH:21]=1. The yield is 0.430. (4) The reactants are [CH3:1][C:2]1[NH:3][CH:4]=[CH:5][N:6]=1.Cl[CH2:8][CH2:9][O:10][CH3:11].[H-].[Na+]. The catalyst is CN(C=O)C.C(Cl)Cl.C([O-])([O-])=O.[Na+].[Na+].O. The product is [CH3:11][O:10][CH2:9][CH2:8][N:3]1[CH:4]=[CH:5][N:6]=[C:2]1[CH3:1]. The yield is 0.660. (5) The reactants are [C:1]1([O:9][CH3:10])[C:2](=[CH:5][CH:6]=[CH:7][CH:8]=1)[O:3][CH3:4].[CH3:11][C:12]([CH3:17])=[CH:13][C:14](Cl)=[O:15].[Al+3].[Cl-].[Cl-].[Cl-]. The catalyst is C(Cl)Cl. The product is [CH3:4][O:3][C:2]1[CH:5]=[C:6]([C:14](=[O:15])[CH:13]=[C:12]([CH3:17])[CH3:11])[CH:7]=[CH:8][C:1]=1[O:9][CH3:10]. The yield is 0.980. (6) The reactants are C([O:8][CH2:9][C:10]1([CH3:56])[CH2:18][C:17]2[N:16]([CH2:19][O:20][CH2:21][CH2:22][Si:23]([CH3:26])([CH3:25])[CH3:24])[N:15]=[C:14]([C:27]3[N:28]([CH2:48][O:49][CH2:50][CH2:51][Si:52]([CH3:55])([CH3:54])[CH3:53])[C:29]4[C:34]([CH:35]=3)=[CH:33][CH:32]=[C:31]([N:36]([CH3:47])[C:37](=[O:46])[CH2:38][N:39]3[CH2:44][CH2:43][CH2:42][CH2:41][C:40]3=[O:45])[CH:30]=4)[C:13]=2[CH2:12][CH2:11]1)C1C=CC=CC=1.CO. The catalyst is [OH-].[Pd+2].[OH-].[C].O1CCCC1. The product is [OH:8][CH2:9][C:10]1([CH3:56])[CH2:18][C:17]2[N:16]([CH2:19][O:20][CH2:21][CH2:22][Si:23]([CH3:24])([CH3:26])[CH3:25])[N:15]=[C:14]([C:27]3[N:28]([CH2:48][O:49][CH2:50][CH2:51][Si:52]([CH3:53])([CH3:55])[CH3:54])[C:29]4[C:34]([CH:35]=3)=[CH:33][CH:32]=[C:31]([N:36]([CH3:47])[C:37](=[O:46])[CH2:38][N:39]3[CH2:44][CH2:43][CH2:42][CH2:41][C:40]3=[O:45])[CH:30]=4)[C:13]=2[CH2:12][CH2:11]1. The yield is 0.750. (7) The reactants are Br[C:2]1[CH:14]=[CH:13][C:5]([C:6]([O:8][C:9]([CH3:12])([CH3:11])[CH3:10])=[O:7])=[CH:4][C:3]=1[O:15][C:16]1[CH:21]=[CH:20][CH:19]=[CH:18][CH:17]=1.[CH3:22][C:23]1(C)[C:27](C)(C)OB(C(C)=C)O1.C(=O)([O-])[O-].[Na+].[Na+]. The catalyst is O1CCOCC1.O.C1C=CC([P]([Pd]([P](C2C=CC=CC=2)(C2C=CC=CC=2)C2C=CC=CC=2)([P](C2C=CC=CC=2)(C2C=CC=CC=2)C2C=CC=CC=2)[P](C2C=CC=CC=2)(C2C=CC=CC=2)C2C=CC=CC=2)(C2C=CC=CC=2)C2C=CC=CC=2)=CC=1. The product is [O:15]([C:3]1[CH:4]=[C:5]([CH:13]=[CH:14][C:2]=1[C:23]([CH3:27])=[CH2:22])[C:6]([O:8][C:9]([CH3:12])([CH3:11])[CH3:10])=[O:7])[C:16]1[CH:21]=[CH:20][CH:19]=[CH:18][CH:17]=1. The yield is 0.870.